Dataset: Reaction yield outcomes from USPTO patents with 853,638 reactions. Task: Predict the reaction yield, written as a fraction of the theoretical maximum amount of product (1.0 means a 100% yield; for example, 0.34 means a 34% yield). The reactants are C1(C2(C3C=CC=CC=3)[O:11][C:10]3[CH:12]=[CH:13][C:14]([C:16]([N:18]4[CH2:23][CH2:22][O:21][CH2:20][CH2:19]4)=[O:17])=[CH:15][C:9]=3[O:8]2)C=CC=CC=1.C([SiH](CC)CC)C. The catalyst is FC(F)(F)C(O)=O. The product is [OH:8][C:9]1[CH:15]=[C:14]([C:16]([N:18]2[CH2:23][CH2:22][O:21][CH2:20][CH2:19]2)=[O:17])[CH:13]=[CH:12][C:10]=1[OH:11]. The yield is 0.950.